Dataset: Reaction yield outcomes from USPTO patents with 853,638 reactions. Task: Predict the reaction yield, written as a fraction of the theoretical maximum amount of product (1.0 means a 100% yield; for example, 0.34 means a 34% yield). (1) The reactants are [Cl:1][CH2:2][C:3]([C:5]1[CH:6]=[C:7]2[C:11](=[CH:12][CH:13]=1)[NH:10][C:9](=[O:14])[CH2:8]2)=O.ClCC(Cl)=O.C([SiH](CC)CC)C.O. The catalyst is FC(F)(F)C(O)=O. The product is [Cl:1][CH2:2][CH2:3][C:5]1[CH:6]=[C:7]2[C:11](=[CH:12][CH:13]=1)[NH:10][C:9](=[O:14])[CH2:8]2. The yield is 0.650. (2) The reactants are [OH:1][CH2:2][CH2:3][C:4]1([C:17]2[CH:22]=[CH:21][CH:20]=[CH:19][CH:18]=2)[O:9][CH2:8][CH2:7][N:6]([C:10]([O:12][C:13]([CH3:16])([CH3:15])[CH3:14])=[O:11])[CH2:5]1.CS(C)=O.C(N(C(C)C)CC)(C)C.C([O-])(O)=O.[Na+]. The catalyst is C(Cl)Cl. The product is [O:1]=[CH:2][CH2:3][C:4]1([C:17]2[CH:22]=[CH:21][CH:20]=[CH:19][CH:18]=2)[O:9][CH2:8][CH2:7][N:6]([C:10]([O:12][C:13]([CH3:16])([CH3:14])[CH3:15])=[O:11])[CH2:5]1. The yield is 0.530. (3) The reactants are [CH3:1][C:2]([C:7]1[NH:8][C:9]2[C:14]([CH:15]=1)=[CH:13][C:12]([N+:16]([O-:18])=[O:17])=[CH:11][CH:10]=2)([CH3:6])[C:3](O)=[O:4].C(Cl)CCl.C1C=CC2N(O)N=[N:29]C=2C=1.[Cl-].[NH4+]. The catalyst is C(#N)C.CCN(CC)CC.O. The product is [CH3:1][C:2]([C:7]1[NH:8][C:9]2[C:14]([CH:15]=1)=[CH:13][C:12]([N+:16]([O-:18])=[O:17])=[CH:11][CH:10]=2)([CH3:6])[C:3]([NH2:29])=[O:4]. The yield is 0.990.